This data is from Catalyst prediction with 721,799 reactions and 888 catalyst types from USPTO. The task is: Predict which catalyst facilitates the given reaction. (1) Reactant: [H-].[Na+].[C:3]([O:7][C:8]([NH:10][C:11]1[N:16]=[C:15]([CH2:17][CH:18]([CH:24]2[CH2:29][CH2:28][N:27]([C:30]([O:32][C:33]([CH3:36])([CH3:35])[CH3:34])=[O:31])[CH2:26][CH2:25]2)OS(C)(=O)=O)[CH:14]=[CH:13][CH:12]=1)=[O:9])([CH3:6])([CH3:5])[CH3:4].O. Product: [C:3]([O:7][C:8]([NH:10][C:11]1[N:16]=[C:15]([CH:17]=[CH:18][CH:24]2[CH2:25][CH2:26][N:27]([C:30]([O:32][C:33]([CH3:36])([CH3:35])[CH3:34])=[O:31])[CH2:28][CH2:29]2)[CH:14]=[CH:13][CH:12]=1)=[O:9])([CH3:5])([CH3:6])[CH3:4]. The catalyst class is: 32. (2) Reactant: C([O:8][CH2:9][C:10]1([C:16]([O:18]CC2C=CC=CC=2)=[O:17])[CH:15]=[CH:14][CH2:13][O:12][CH2:11]1)C1C=CC=CC=1.N#N. Product: [OH:8][CH2:9][C:10]1([C:16]([OH:18])=[O:17])[CH2:15][CH2:14][CH2:13][O:12][CH2:11]1. The catalyst class is: 19. (3) Reactant: [Cl:1][C:2]1[CH:3]=[C:4]2[C:9](=[CH:10][C:11]=1[OH:12])[O:8][CH:7]=[C:6]([C:13]1[CH:18]=[CH:17][C:16]([C:19]3[CH:24]=[CH:23][CH:22]=[C:21]([O:25][CH2:26][CH3:27])[CH:20]=3)=[CH:15][CH:14]=1)[C:5]2=O.O.[NH2:30][NH2:31]. Product: [Cl:1][C:2]1[CH:3]=[C:4]([C:5]2[C:6]([C:13]3[CH:18]=[CH:17][C:16]([C:19]4[CH:24]=[CH:23][CH:22]=[C:21]([O:25][CH2:26][CH3:27])[CH:20]=4)=[CH:15][CH:14]=3)=[CH:7][NH:31][N:30]=2)[C:9]([OH:8])=[CH:10][C:11]=1[OH:12]. The catalyst class is: 8. (4) Reactant: [O:1]=[O+][O-].CC(C)=[CH:6][CH2:7][C:8]1([C:24]([O:26][CH2:27][CH3:28])=[O:25])[CH2:13][CH2:12][CH2:11][N:10]([C:14]([O:16][CH2:17][C:18]2[CH:23]=[CH:22][CH:21]=[CH:20][CH:19]=2)=[O:15])[CH2:9]1.CSC.C(N(CC)CC)C. Product: [O:1]=[CH:6][CH2:7][C:8]1([C:24]([O:26][CH2:27][CH3:28])=[O:25])[CH2:13][CH2:12][CH2:11][N:10]([C:14]([O:16][CH2:17][C:18]2[CH:23]=[CH:22][CH:21]=[CH:20][CH:19]=2)=[O:15])[CH2:9]1. The catalyst class is: 2. (5) Reactant: CI.N[N:4]1[C:22]([CH3:24])([CH3:23])[CH2:21][C:7]2[NH:8][C:9]3[CH:15]=[CH:14][C:13]([O:16][C:17]([F:20])([F:19])[F:18])=[CH:12][C:10]=3[S:11][C:6]=2C1=O.[C:26]([O-:29])([O-])=O.[K+].[K+].C[N:33]([CH:35]=O)[CH3:34]. Product: [CH3:35][N:33]([CH3:34])[N:4]1[C:22]([CH3:24])([CH3:23])[CH2:21][C:7]2[NH:8][C:9]3[CH:15]=[CH:14][C:13]([O:16][C:17]([F:20])([F:19])[F:18])=[CH:12][C:10]=3[S:11][C:6]=2[C:26]1=[O:29]. The catalyst class is: 170. (6) Reactant: C(OC([N:8]1[C:16]2[C:11](=[CH:12][C:13]([O:17][CH2:18][C:19]3[CH:24]=[CH:23][CH:22]=[CH:21][CH:20]=3)=[CH:14][CH:15]=2)[C:10]([C:25]2[N:26](C(OC(C)(C)C)=O)[C:27]3[C:32]([CH:33]=2)=[CH:31][CH:30]=[C:29]([O:34][CH2:35][CH2:36][N:37]([CH2:40][CH3:41])[CH2:38][CH3:39])[CH:28]=3)=[N:9]1)=O)(C)(C)C.FC(F)(F)C(O)=O. The catalyst class is: 4. Product: [CH2:18]([O:17][C:13]1[CH:12]=[C:11]2[C:16](=[CH:15][CH:14]=1)[NH:8][N:9]=[C:10]2[C:25]1[NH:26][C:27]2[C:32]([CH:33]=1)=[CH:31][CH:30]=[C:29]([O:34][CH2:35][CH2:36][N:37]([CH2:40][CH3:41])[CH2:38][CH3:39])[CH:28]=2)[C:19]1[CH:24]=[CH:23][CH:22]=[CH:21][CH:20]=1. (7) Reactant: [Br:1][C:2]1[CH:3]=[N:4][NH:5][CH:6]=1.[H-].[Na+].Cl[C:10]1[N:15]=[C:14]([N:16]2[CH2:21][CH2:20][O:19][CH2:18][CH2:17]2)[N:13]=[C:12]([N:22]2[CH2:27][CH2:26][O:25][CH2:24][CH2:23]2)[N:11]=1. Product: [Br:1][C:2]1[CH:3]=[N:4][N:5]([C:10]2[N:15]=[C:14]([N:16]3[CH2:17][CH2:18][O:19][CH2:20][CH2:21]3)[N:13]=[C:12]([N:22]3[CH2:23][CH2:24][O:25][CH2:26][CH2:27]3)[N:11]=2)[CH:6]=1. The catalyst class is: 18.